This data is from Forward reaction prediction with 1.9M reactions from USPTO patents (1976-2016). The task is: Predict the product of the given reaction. (1) Given the reactants [CH3:1][N:2]1[C:10]2[C:5](=[CH:6][CH:7]=[CH:8][CH:9]=2)[C:4]([C:11]2[C:12](=[O:28])[O:13][C:14](=[O:27])[C:15]=2[C:16]2[CH:21]=[CH:20][CH:19]=[C:18]([O:22][CH2:23][CH2:24][CH2:25]Cl)[CH:17]=2)=[CH:3]1.[N-:29]=[N+:30]=[N-:31].[Na+], predict the reaction product. The product is: [CH3:1][N:2]1[C:10]2[C:5](=[CH:6][CH:7]=[CH:8][CH:9]=2)[C:4]([C:11]2[C:12](=[O:28])[O:13][C:14](=[O:27])[C:15]=2[C:16]2[CH:21]=[CH:20][CH:19]=[C:18]([O:22][CH2:23][CH2:24][CH2:25][N:29]=[N+:30]=[N-:31])[CH:17]=2)=[CH:3]1. (2) The product is: [CH2:22]([O:21][C:19](=[O:20])[CH2:18][CH2:24][N:7]1[CH2:6][CH2:5][N:4]([C:8]([O:10][C:11]([CH3:14])([CH3:13])[CH3:12])=[O:9])[CH2:3][C:2]1=[O:1])[CH3:23]. Given the reactants [O:1]=[C:2]1[NH:7][CH2:6][CH2:5][N:4]([C:8]([O:10][C:11]([CH3:14])([CH3:13])[CH3:12])=[O:9])[CH2:3]1.[H-].[Na+].Br[CH:18]([CH3:24])[C:19]([O:21][CH2:22][CH3:23])=[O:20], predict the reaction product. (3) Given the reactants [CH3:1][C:2]1[CH:7]=[CH:6][C:5]([C:8](=[O:13])[CH2:9][N+:10]([O-:12])=[O:11])=[CH:4][CH:3]=1.C(N(CC)CC)C.C(O)=O.CN(C)C=O, predict the reaction product. The product is: [N+:10]([CH2:9][CH:8]([C:5]1[CH:6]=[CH:7][C:2]([CH3:1])=[CH:3][CH:4]=1)[OH:13])([O-:12])=[O:11]. (4) Given the reactants [C:1]([O:5][C@@H:6]([C:12]1[C:37]([CH3:38])=[N:36][C:35]2=[CH:39][C:32]3=[N:33][N:34]2[C:13]=1[N:14]1[CH2:42][CH2:41][C:17]([CH3:43])([O:18][CH2:19][CH2:20][CH2:21][CH2:22][C:23]2[CH:24]=[C:25]([F:40])[CH:26]=[CH:27][C:28]=2[CH2:29][O:30][CH2:31]3)[CH2:16][CH2:15]1)[C:7]([O:9]CC)=[O:8])([CH3:4])([CH3:3])[CH3:2].[OH-].[Na+], predict the reaction product. The product is: [C:1]([O:5][C@@H:6]([C:12]1[C:37]([CH3:38])=[N:36][C:35]2=[CH:39][C:32]3=[N:33][N:34]2[C:13]=1[N:14]1[CH2:15][CH2:16][C:17]([CH3:43])([O:18][CH2:19][CH2:20][CH2:21][CH2:22][C:23]2[CH:24]=[C:25]([F:40])[CH:26]=[CH:27][C:28]=2[CH2:29][O:30][CH2:31]3)[CH2:41][CH2:42]1)[C:7]([OH:9])=[O:8])([CH3:4])([CH3:2])[CH3:3]. (5) Given the reactants Br[C:2]1[CH:3]=[N:4][C:5]2[N:6]([CH:8]=[C:9]([CH2:11][O:12][C:13]3[CH:18]=[C:17]([F:19])[CH:16]=[CH:15][N:14]=3)[N:10]=2)[CH:7]=1.[F:20][C:21]1[CH:26]=[CH:25][C:24](B(O)O)=[C:23]([O:30][CH3:31])[CH:22]=1, predict the reaction product. The product is: [F:20][C:21]1[CH:26]=[CH:25][C:24]([C:2]2[CH:3]=[N:4][C:5]3[N:6]([CH:8]=[C:9]([CH2:11][O:12][C:13]4[CH:18]=[C:17]([F:19])[CH:16]=[CH:15][N:14]=4)[N:10]=3)[CH:7]=2)=[C:23]([O:30][CH3:31])[CH:22]=1. (6) Given the reactants C(OC(=O)[NH:7][C:8]1[C:12]([F:13])=[C:11]([C:14]([CH3:17])([CH3:16])[CH3:15])[O:10][N:9]=1)(C)(C)C.C(=O)(O)[O-].[Na+], predict the reaction product. The product is: [C:14]([C:11]1[O:10][N:9]=[C:8]([NH2:7])[C:12]=1[F:13])([CH3:17])([CH3:15])[CH3:16]. (7) Given the reactants [NH2:1][CH2:2][CH2:3][N:4]1[C:12]2[C:7](=[CH:8][CH:9]=[C:10]([Cl:13])[CH:11]=2)[C:6]([C:14]([N:16]2[CH2:21][CH2:20][N:19]([C:22]3[CH:27]=[CH:26][CH:25]=[CH:24][C:23]=3[F:28])[CH2:18][CH2:17]2)=[O:15])=[CH:5]1.[C:29](Cl)(=[O:31])[CH3:30].C(N(CC)CC)C, predict the reaction product. The product is: [Cl:13][C:10]1[CH:11]=[C:12]2[C:7]([C:6]([C:14]([N:16]3[CH2:17][CH2:18][N:19]([C:22]4[CH:27]=[CH:26][CH:25]=[CH:24][C:23]=4[F:28])[CH2:20][CH2:21]3)=[O:15])=[CH:5][N:4]2[CH2:3][CH2:2][NH:1][C:29](=[O:31])[CH3:30])=[CH:8][CH:9]=1. (8) The product is: [Cl:2][C:3]1[N:8]=[C:7]([Cl:9])[C:6]([C:10]([NH2:1])=[O:11])=[CH:5][N:4]=1. Given the reactants [NH3:1].[Cl:2][C:3]1[N:8]=[C:7]([Cl:9])[C:6]([C:10](Cl)=[O:11])=[CH:5][N:4]=1.C(OCC)C, predict the reaction product.